From a dataset of CYP2C9 inhibition data for predicting drug metabolism from PubChem BioAssay. Regression/Classification. Given a drug SMILES string, predict its absorption, distribution, metabolism, or excretion properties. Task type varies by dataset: regression for continuous measurements (e.g., permeability, clearance, half-life) or binary classification for categorical outcomes (e.g., BBB penetration, CYP inhibition). Dataset: cyp2c9_veith. (1) The drug is C[C@H](Br)CN(C[C@H](C)Br)c1ccc2c(c1)Cc1ccccc1-2. The result is 1 (inhibitor). (2) The compound is Nc1nc(SCC(=O)Nc2ccccc2Sc2ccc(Cl)cc2)n[nH]1. The result is 1 (inhibitor). (3) The molecule is O=C(CN(c1ccccc1)S(=O)(=O)c1ccccc1)NCCSc1nc2ccccc2s1. The result is 1 (inhibitor).